Dataset: NCI-60 drug combinations with 297,098 pairs across 59 cell lines. Task: Regression. Given two drug SMILES strings and cell line genomic features, predict the synergy score measuring deviation from expected non-interaction effect. (1) Drug 1: CC1=C2C(C(=O)C3(C(CC4C(C3C(C(C2(C)C)(CC1OC(=O)C(C(C5=CC=CC=C5)NC(=O)C6=CC=CC=C6)O)O)OC(=O)C7=CC=CC=C7)(CO4)OC(=O)C)O)C)OC(=O)C. Drug 2: CS(=O)(=O)CCNCC1=CC=C(O1)C2=CC3=C(C=C2)N=CN=C3NC4=CC(=C(C=C4)OCC5=CC(=CC=C5)F)Cl. Cell line: TK-10. Synergy scores: CSS=42.5, Synergy_ZIP=3.17, Synergy_Bliss=4.43, Synergy_Loewe=-2.15, Synergy_HSA=7.53. (2) Drug 2: C1=NNC2=C1C(=O)NC=N2. Synergy scores: CSS=4.20, Synergy_ZIP=0.631, Synergy_Bliss=4.35, Synergy_Loewe=4.53, Synergy_HSA=2.65. Drug 1: C1=CC=C(C(=C1)C(C2=CC=C(C=C2)Cl)C(Cl)Cl)Cl. Cell line: T-47D. (3) Drug 1: CCC1=C2CN3C(=CC4=C(C3=O)COC(=O)C4(CC)O)C2=NC5=C1C=C(C=C5)O. Drug 2: C1C(C(OC1N2C=NC(=NC2=O)N)CO)O. Cell line: RPMI-8226. Synergy scores: CSS=32.5, Synergy_ZIP=-5.42, Synergy_Bliss=3.43, Synergy_Loewe=2.86, Synergy_HSA=5.11.